Dataset: Forward reaction prediction with 1.9M reactions from USPTO patents (1976-2016). Task: Predict the product of the given reaction. (1) The product is: [OH:9][CH2:10][C:12]1[N:13]([CH:17]2[C:26]3[C:21](=[CH:22][CH:23]=[CH:24][CH:25]=3)[NH:20][C:19](=[O:27])[C:18]2([CH3:29])[CH3:28])[CH:14]=[N:15][CH:16]=1. Given the reactants [H-].[H-].[H-].[H-].[Li+].[Al+3].C([O:9][C:10]([C:12]1[N:13]([CH:17]2[C:26]3[C:21](=[CH:22][CH:23]=[CH:24][CH:25]=3)[NH:20][C:19](=[O:27])[C:18]2([CH3:29])[CH3:28])[CH:14]=[N:15][CH:16]=1)=O)C, predict the reaction product. (2) Given the reactants [C:1]([N:8]1[CH:12]=[CH:11]N=C1)(N1C=CN=C1)=[S:2].[Cl:13][C:14]1[CH:15]=C(C=[C:19]([Cl:32])[C:20]=1[S:21][C:22]1[CH:27]=[CH:26][CH:25]=[C:24]([C:28]([F:31])([F:30])[F:29])[CH:23]=1)N, predict the reaction product. The product is: [Cl:32][C:19]1[CH:11]=[C:12]([N:8]=[C:1]=[S:2])[CH:15]=[C:14]([Cl:13])[C:20]=1[S:21][C:22]1[CH:27]=[CH:26][CH:25]=[C:24]([C:28]([F:29])([F:30])[F:31])[CH:23]=1. (3) Given the reactants [Br:1][C:2]1[N:7]=[C:6]([CH:8]=O)[CH:5]=[CH:4][CH:3]=1.[N:10]1([C:16]2[CH:17]=[CH:18][C:19]3[N:20]([C:22]([C:25]([F:28])([F:27])[F:26])=[N:23][N:24]=3)[N:21]=2)[CH2:15][CH2:14][NH:13][CH2:12][CH2:11]1, predict the reaction product. The product is: [Br:1][C:2]1[N:7]=[C:6]([CH2:8][N:13]2[CH2:12][CH2:11][N:10]([C:16]3[CH:17]=[CH:18][C:19]4[N:20]([C:22]([C:25]([F:26])([F:27])[F:28])=[N:23][N:24]=4)[N:21]=3)[CH2:15][CH2:14]2)[CH:5]=[CH:4][CH:3]=1. (4) Given the reactants [ClH:1].C(OC([NH:9][CH2:10][CH2:11][N:12]([CH3:19])[CH2:13][C:14]([O:16][CH2:17][CH3:18])=[O:15])=O)(C)(C)C, predict the reaction product. The product is: [ClH:1].[ClH:1].[NH2:9][CH2:10][CH2:11][N:12]([CH3:19])[CH2:13][C:14]([O:16][CH2:17][CH3:18])=[O:15]. (5) Given the reactants [CH:1]1[CH:2]=[CH:3][C:4]2[N:16]([C:17]([NH2:19])=[O:18])[C:15]3[CH:14]=[CH:13][CH:12]=[CH:11][C:10]=3[C:8](=[O:9])[CH2:7][C:5]=2[CH:6]=1.CN(C)C=O.C(O)=O.C(N(CC)CC)C, predict the reaction product. The product is: [CH:1]1[CH:2]=[CH:3][C:4]2[N:16]([C:17]([NH2:19])=[O:18])[C:15]3[CH:14]=[CH:13][CH:12]=[CH:11][C:10]=3[C@@H:8]([OH:9])[CH2:7][C:5]=2[CH:6]=1. (6) Given the reactants [NH2:1][C:2]1[C:6]([Br:7])=[CH:5][NH:4][N:3]=1.[F:8][C:9]([F:26])([F:25])[C:10](=O)[CH2:11][C:12]([C:14]1[CH:19]=[CH:18][C:17]([C:20]([F:23])([F:22])[F:21])=[CH:16][CH:15]=1)=O, predict the reaction product. The product is: [Br:7][C:6]1[CH:5]=[N:4][N:3]2[C:10]([C:9]([F:8])([F:26])[F:25])=[CH:11][C:12]([C:14]3[CH:19]=[CH:18][C:17]([C:20]([F:21])([F:22])[F:23])=[CH:16][CH:15]=3)=[N:1][C:2]=12.